Predict the product of the given reaction. From a dataset of Forward reaction prediction with 1.9M reactions from USPTO patents (1976-2016). Given the reactants [F:1][C:2]1[CH:3]=[C:4]([C:8](=O)[CH2:9][C:10]#[N:11])[CH:5]=[CH:6][CH:7]=1.[NH2:13][C:14]1[C:15]([CH:20]=O)=[N:16][CH:17]=[CH:18][CH:19]=1.C(OCC)(=O)C.N1CCCCC1, predict the reaction product. The product is: [F:1][C:2]1[CH:3]=[C:4]([C:8]2[C:9]([C:10]#[N:11])=[CH:20][C:15]3[C:14](=[CH:19][CH:18]=[CH:17][N:16]=3)[N:13]=2)[CH:5]=[CH:6][CH:7]=1.